From a dataset of Full USPTO retrosynthesis dataset with 1.9M reactions from patents (1976-2016). Predict the reactants needed to synthesize the given product. (1) Given the product [F:5][C:6]1[CH:7]=[C:8]([CH:12]=[CH:13][C:14]=1[F:15])[C:9]([O:16][CH2:2][Cl:4])=[O:10], predict the reactants needed to synthesize it. The reactants are: Cl[CH:2]([Cl:4])C.[F:5][C:6]1[CH:7]=[C:8]([CH:12]=[CH:13][C:14]=1[F:15])[C:9](Cl)=[O:10].[O:16]1CCCOO1. (2) Given the product [Cl:14][CH2:15][CH2:16][CH2:17][N:1]1[C:10]2[C:5](=[CH:6][CH:7]=[CH:8][CH:9]=2)[CH2:4][CH2:3][C:2]1=[O:11], predict the reactants needed to synthesize it. The reactants are: [NH:1]1[C:10]2[C:5](=[CH:6][CH:7]=[CH:8][CH:9]=2)[CH2:4][CH2:3][C:2]1=[O:11].[H-].[Na+].[Cl:14][CH2:15][CH2:16][CH2:17]I. (3) Given the product [CH3:1][C:2]12[C:14]3[C:6]([CH:5]=[CH:4][CH2:3]1)=[CH:7][CH:8]=[CH:9][C:10]=3[CH2:11][CH2:12][CH2:13]2, predict the reactants needed to synthesize it. The reactants are: [CH3:1][C:2]12[C:14]3[C:10]([CH2:11][CH2:12][CH2:13]1)=[CH:9][CH:8]=[CH:7][C:6]=3[C:5](=O)[CH2:4][CH2:3]2.[BH4-].[Na+].[Cl-].[Al+3].[Cl-].[Cl-]. (4) The reactants are: [CH3:1][N:2]([C:12]1[CH:17]=[CH:16][C:15]([NH:18][CH2:19][CH:20]2[CH2:25][CH2:24][O:23][CH2:22][CH2:21]2)=[C:14]([N+:26]([O-])=O)[CH:13]=1)[S:3]([C:6]1[CH:11]=[CH:10][CH:9]=[CH:8][CH:7]=1)(=[O:5])=[O:4]. Given the product [NH2:26][C:14]1[CH:13]=[C:12]([N:2]([CH3:1])[S:3]([C:6]2[CH:11]=[CH:10][CH:9]=[CH:8][CH:7]=2)(=[O:5])=[O:4])[CH:17]=[CH:16][C:15]=1[NH:18][CH2:19][CH:20]1[CH2:25][CH2:24][O:23][CH2:22][CH2:21]1, predict the reactants needed to synthesize it. (5) Given the product [C:12]([C:11]1[CH:14]=[CH:15][C:8]([C:6]2[N:7]=[C:2]([C:27]#[C:26][CH:28]3[CH2:32][CH2:31][N:30]([C:33]([O:35][C:36]([CH3:39])([CH3:38])[CH3:37])=[O:34])[CH2:29]3)[C:3]3[N:4]([CH:23]=[CH:24][N:25]=3)[C:5]=2[C:16]2[CH:21]=[CH:20][C:19]([CH3:22])=[CH:18][CH:17]=2)=[CH:9][CH:10]=1)#[N:13], predict the reactants needed to synthesize it. The reactants are: Cl[C:2]1[C:3]2[N:4]([CH:23]=[CH:24][N:25]=2)[C:5]([C:16]2[CH:21]=[CH:20][C:19]([CH3:22])=[CH:18][CH:17]=2)=[C:6]([C:8]2[CH:15]=[CH:14][C:11]([C:12]#[N:13])=[CH:10][CH:9]=2)[N:7]=1.[C:26]([CH:28]1[CH2:32][CH2:31][N:30]([C:33]([O:35][C:36]([CH3:39])([CH3:38])[CH3:37])=[O:34])[CH2:29]1)#[CH:27].C(N(CC)CC)C. (6) Given the product [CH:13](=[N:1]/[C:2]1[CH:10]=[C:9]([Cl:11])[CH:8]=[C:7]2[C:3]=1[CH2:4][O:5][C:6]2=[O:12])\[C:14]1[CH:19]=[CH:18][CH:17]=[CH:16][CH:15]=1, predict the reactants needed to synthesize it. The reactants are: [NH2:1][C:2]1[CH:10]=[C:9]([Cl:11])[CH:8]=[C:7]2[C:3]=1[CH2:4][O:5][C:6]2=[O:12].[CH:13](=O)[C:14]1[CH:19]=[CH:18][CH:17]=[CH:16][CH:15]=1.S([O-])([O-])(=O)=O.[Mg+2]. (7) The reactants are: Cl[C:2]1[C:3]([NH2:9])=[N:4][CH:5]=[N:6][C:7]=1Cl.[NH2:10][CH2:11][CH:12]1[CH2:16][CH2:15][N:14]([C:17]([O:19]C(C)(C)C)=O)[CH2:13]1.[C:24]1([NH:30][C:31](=[O:47])[C:32]2[CH:37]=[CH:36][C:35](B3OC(C)(C)C(C)(C)O3)=[CH:34][CH:33]=2)[CH:29]=[CH:28][CH:27]=[CH:26][CH:25]=1.[C:48](Cl)(=O)[CH:49]=C. Given the product [C:17]([N:14]1[CH2:15][CH2:16][CH:12]([CH2:11][NH:10][C:7]2[C:2]([C:35]3[CH:36]=[CH:37][C:32]([C:31]([NH:30][C:24]4[CH:29]=[CH:28][CH:27]=[CH:26][CH:25]=4)=[O:47])=[CH:33][CH:34]=3)=[C:3]([NH2:9])[N:4]=[CH:5][N:6]=2)[CH2:13]1)(=[O:19])[CH:48]=[CH2:49], predict the reactants needed to synthesize it. (8) Given the product [CH3:56][O:57][CH2:58][CH2:59][N:60]([CH3:61])[C:17]([C:13]1[CH:14]=[C:15]2[C:10](=[CH:11][CH:12]=1)[NH:9][C:8]([C:7]1[C:2](=[O:1])[NH:3][C:4]3[C:5](=[CH:20][S:21][CH:22]=3)[N:6]=1)=[CH:16]2)=[O:18], predict the reactants needed to synthesize it. The reactants are: [O:1]=[C:2]1[C:7]([C:8]2[NH:9][C:10]3[C:15]([CH:16]=2)=[CH:14][C:13]([C:17](O)=[O:18])=[CH:12][CH:11]=3)=[N:6][C:5]2=[CH:20][S:21][CH:22]=[C:4]2[NH:3]1.C1CN([P+](ON2N=NC3C=CC=CC2=3)(N2CCCC2)N2CCCC2)CC1.F[P-](F)(F)(F)(F)F.[CH3:56][O:57][CH2:58][CH2:59][NH:60][CH3:61]. (9) Given the product [Cl:16][C:17]1[CH:18]=[C:19]2[C:23](=[CH:24][CH:25]=1)[NH:22][CH:21]=[C:20]2[CH2:26][N:12]1[C:28]([C:30]2[N:34]([CH3:35])[CH:33]=[C:32]([C:36]([O:38][CH3:39])=[O:37])[CH:31]=2)=[C:9]2[C:10]([N:5]([CH2:4][CH:1]3[CH2:2][CH2:3]3)[C:6](=[O:15])[N:7]([CH3:14])[C:8]2=[O:13])=[N:11]1, predict the reactants needed to synthesize it. The reactants are: [CH:1]1([CH2:4][N:5]2[C:10]([NH:11][NH2:12])=[CH:9][C:8](=[O:13])[N:7]([CH3:14])[C:6]2=[O:15])[CH2:3][CH2:2]1.[Cl:16][C:17]1[CH:18]=[C:19]2[C:23](=[CH:24][CH:25]=1)[NH:22][CH:21]=[C:20]2[CH:26]=O.[CH:28]([C:30]1[N:34]([CH3:35])[CH:33]=[C:32]([C:36]([O:38][CH3:39])=[O:37])[CH:31]=1)=O. (10) Given the product [OH:17][C:12]1[CH:13]=[CH:14][CH:15]=[C:16]2[C:11]=1[CH:10]=[CH:9][CH:8]=[C:7]2[C:56]([O:59][CH2:60][CH3:61])=[O:58], predict the reactants needed to synthesize it. The reactants are: FC(F)(F)S(O[C:7]1[C:16]2[C:11](=[C:12]([OH:17])[CH:13]=[CH:14][CH:15]=2)[CH:10]=[CH:9][CH:8]=1)(=O)=O.C1(P(C2C=CC=CC=2)CCCP(C2C=CC=CC=2)C2C=CC=CC=2)C=CC=CC=1.C(N(CC)CC)C.[C:56]([O:59][CH2:60][CH3:61])(=[O:58])C.